Dataset: Reaction yield outcomes from USPTO patents with 853,638 reactions. Task: Predict the reaction yield, written as a fraction of the theoretical maximum amount of product (1.0 means a 100% yield; for example, 0.34 means a 34% yield). The reactants are [C:1]([O:4][C:5]1[CH:10]=[C:9]([C:11](=O)/[CH:12]=[CH:13]/[N:14](C)C)[CH:8]=[CH:7][C:6]=1[S:18]([CH3:21])(=[O:20])=[O:19])(=O)C.[NH:22]([C:24]1[CH:25]=[C:26]([CH:29]=[CH:30][N:31]=1)[C:27]#[N:28])N. The catalyst is CCO.CC(O)=O. The product is [CH3:1][O:4][C:5]1[CH:10]=[C:9]([C:11]2[N:22]([C:24]3[CH:25]=[C:26]([C:27]#[N:28])[CH:29]=[CH:30][N:31]=3)[N:14]=[CH:13][CH:12]=2)[CH:8]=[CH:7][C:6]=1[S:18]([CH3:21])(=[O:20])=[O:19]. The yield is 0.140.